From a dataset of Reaction yield outcomes from USPTO patents with 853,638 reactions. Predict the reaction yield, written as a fraction of the theoretical maximum amount of product (1.0 means a 100% yield; for example, 0.34 means a 34% yield). (1) The yield is 0.790. The reactants are [NH2:1][CH:2]([CH2:21][C:22]1[CH:27]=[CH:26][CH:25]=[C:24]([O:28][C:29]([F:34])([F:33])[CH:30]([F:32])[F:31])[CH:23]=1)[CH:3]([C:5]1[CH:10]=[CH:9][C:8]([O:11][C:12]2[CH:17]=[CH:16][C:15]([Cl:18])=[C:14]([CH2:19][CH3:20])[CH:13]=2)=[CH:7][CH:6]=1)[OH:4].[C:35]1([C:46](O)=[O:47])[CH:36]=[CH:37][CH:38]=[C:39]2[CH2:45][CH2:44][CH2:43][CH:42]=[CH:41][C:40]=12.Cl.C(N=C=NCCCN(C)C)C.ON1C2C=CC=CC=2N=N1. The catalyst is C(#N)C.O. The product is [Cl:18][C:15]1[CH:16]=[CH:17][C:12]([O:11][C:8]2[CH:9]=[CH:10][C:5]([CH:3]([OH:4])[CH:2]([NH:1][C:46]([C:35]3[CH:36]=[CH:37][CH:38]=[C:39]4[CH2:45][CH2:44][CH2:43][CH:42]=[CH:41][C:40]=34)=[O:47])[CH2:21][C:22]3[CH:27]=[CH:26][CH:25]=[C:24]([O:28][C:29]([F:34])([F:33])[CH:30]([F:32])[F:31])[CH:23]=3)=[CH:6][CH:7]=2)=[CH:13][C:14]=1[CH2:19][CH3:20]. (2) The yield is 0.910. The product is [CH2:1]([O:3][C:4]([C:6]1[S:7][C:8]2[CH:14]=[C:13]([CH:15]([CH3:19])[C:16]([OH:18])=[O:17])[CH:12]=[CH:11][C:9]=2[CH:10]=1)=[O:5])[CH3:2]. The catalyst is O. The reactants are [CH2:1]([O:3][C:4]([C:6]1[S:7][C:8]2[CH:14]=[C:13]([C:15](C)([C:19](O)=O)[C:16]([OH:18])=[O:17])[CH:12]=[CH:11][C:9]=2[CH:10]=1)=[O:5])[CH3:2].